Task: Predict which catalyst facilitates the given reaction.. Dataset: Catalyst prediction with 721,799 reactions and 888 catalyst types from USPTO Reactant: C=O.[Br:3][C:4]1[CH:19]=[CH:18][CH:17]=[CH:16][C:5]=1[CH2:6][O:7][CH2:8][CH2:9][CH:10]1[CH2:15][CH2:14][NH:13][CH2:12][CH2:11]1.[C:20](O[BH-](OC(=O)C)OC(=O)C)(=O)C.[Na+]. Product: [Br:3][C:4]1[CH:19]=[CH:18][CH:17]=[CH:16][C:5]=1[CH2:6][O:7][CH2:8][CH2:9][CH:10]1[CH2:15][CH2:14][N:13]([CH3:20])[CH2:12][CH2:11]1. The catalyst class is: 5.